From a dataset of Forward reaction prediction with 1.9M reactions from USPTO patents (1976-2016). Predict the product of the given reaction. Given the reactants [C:1]([C:5]1[N:6]=[C:7]([N:16]2[CH2:20][CH2:19][C:18]([F:22])([F:21])[CH2:17]2)[C:8]2[N:13]=[N:12][N:11]([CH2:14][CH3:15])[C:9]=2[N:10]=1)([CH3:4])([CH3:3])[CH3:2].C(C1N=C(N2CCC(F)(F)C2)C2N=NNC=2N=1)(C)(C)C.ClCC1[N:49]=[C:48]([CH3:50])[O:47][N:46]=1, predict the reaction product. The product is: [C:1]([C:5]1[N:6]=[C:7]([N:16]2[CH2:20][CH2:19][C:18]([F:21])([F:22])[CH2:17]2)[C:8]2[N:13]=[N:12][N:11]([CH2:14][C:15]3[N:49]=[C:48]([CH3:50])[O:47][N:46]=3)[C:9]=2[N:10]=1)([CH3:2])([CH3:3])[CH3:4].